This data is from Forward reaction prediction with 1.9M reactions from USPTO patents (1976-2016). The task is: Predict the product of the given reaction. (1) Given the reactants [CH2:1]([N:8]1[CH:12]=[C:11]([C:13]2[CH:14]=[C:15]([O:21]COCC[Si](C)(C)C)[C:16](=[O:20])[N:17]([CH3:19])[CH:18]=2)[N:10]=[N:9]1)[C:2]1[CH:7]=[CH:6][CH:5]=[CH:4][CH:3]=1.F[B-](F)(F)F.[Li+].C(#N)C, predict the reaction product. The product is: [CH2:1]([N:8]1[CH:12]=[C:11]([C:13]2[CH:14]=[C:15]([OH:21])[C:16](=[O:20])[N:17]([CH3:19])[CH:18]=2)[N:10]=[N:9]1)[C:2]1[CH:7]=[CH:6][CH:5]=[CH:4][CH:3]=1. (2) The product is: [C:14]([O:17][C:18]([NH:1][C@H:2]1[CH2:7][CH2:6][O:5][CH2:4][C@H:3]1[C:8]([O:10][CH2:11][CH3:12])=[O:9])=[O:19])([CH3:16])([CH3:15])[CH3:13]. Given the reactants [NH2:1][C@H:2]1[CH2:7][CH2:6][O:5][CH2:4][C@H:3]1[C:8]([O:10][CH2:11][CH3:12])=[O:9].[CH3:13][C:14]([O:17][C:18](O[C:18]([O:17][C:14]([CH3:16])([CH3:15])[CH3:13])=[O:19])=[O:19])([CH3:16])[CH3:15], predict the reaction product. (3) Given the reactants [CH2:1]([C@H:8]([NH:48]C(=O)OC(C)(C)C)[CH2:9][C@H:10]([OH:47])[C@@H:11]([NH:25][C:26](=[O:46])[C@@H:27]([N:32]1[CH2:36][CH2:35][N:34]([CH2:37][C:38]2[CH:43]=[CH:42][CH:41]=[C:40]([CH3:44])[N:39]=2)[C:33]1=[O:45])[C:28]([CH3:31])([CH3:30])[CH3:29])[CH2:12][C:13]1[CH:18]=[CH:17][C:16]([C:19]2[CH:24]=[CH:23][CH:22]=[CH:21][N:20]=2)=[CH:15][CH:14]=1)[C:2]1[CH:7]=[CH:6][CH:5]=[CH:4][CH:3]=1.FC(F)(F)C(O)=O, predict the reaction product. The product is: [NH2:48][C@@H:8]([CH2:1][C:2]1[CH:3]=[CH:4][CH:5]=[CH:6][CH:7]=1)[CH2:9][C@H:10]([OH:47])[C@@H:11]([NH:25][C:26](=[O:46])[C@@H:27]([N:32]1[CH2:36][CH2:35][N:34]([CH2:37][C:38]2[CH:43]=[CH:42][CH:41]=[C:40]([CH3:44])[N:39]=2)[C:33]1=[O:45])[C:28]([CH3:29])([CH3:31])[CH3:30])[CH2:12][C:13]1[CH:14]=[CH:15][C:16]([C:19]2[CH:24]=[CH:23][CH:22]=[CH:21][N:20]=2)=[CH:17][CH:18]=1.